This data is from Full USPTO retrosynthesis dataset with 1.9M reactions from patents (1976-2016). The task is: Predict the reactants needed to synthesize the given product. (1) Given the product [CH3:1][O:2][C:3]1[CH:11]=[CH:10][C:6]([C:7]([NH2:14])=[O:8])=[C:5]([CH3:12])[CH:4]=1, predict the reactants needed to synthesize it. The reactants are: [CH3:1][O:2][C:3]1[CH:11]=[CH:10][C:6]([C:7](O)=[O:8])=[C:5]([CH3:12])[CH:4]=1.C[N:14](C=O)C.C(Cl)(=O)C(Cl)=O.C([O-])([O-])=O.[K+].[K+]. (2) Given the product [CH3:14][C:8]1[CH:7]=[CH:6][C:5]([S:2]([CH3:15])(=[O:4])=[O:3])=[CH:13][C:9]=1[C:10]([OH:12])=[O:11], predict the reactants needed to synthesize it. The reactants are: Cl[S:2]([C:5]1[CH:6]=[CH:7][C:8]([CH3:14])=[C:9]([CH:13]=1)[C:10]([OH:12])=[O:11])(=[O:4])=[O:3].[CH3:15]I. (3) Given the product [CH3:43][C:34]1[CH:35]=[C:36]([C:39]([NH:1][C:2]2[CH:7]=[CH:6][CH:5]=[C:4]([C:8]3[C:17]4[C:12](=[CH:13][C:14]([O:20][CH3:21])=[C:15]([O:18][CH3:19])[CH:16]=4)[N:11]=[C:10]([NH:24][CH3:25])[N:9]=3)[CH:3]=2)=[O:40])[CH:37]=[CH:38][C:33]=1[C:32]([OH:31])=[O:42], predict the reactants needed to synthesize it. The reactants are: [NH2:1][C:2]1[CH:3]=[C:4]([C:8]2[C:17]3[C:12](=[CH:13][C:14]([O:20][CH3:21])=[C:15]([O:18][CH3:19])[CH:16]=3)[N:11]=[C:10](CN)[N:9]=2)[CH:5]=[CH:6][CH:7]=1.[N:24]1C=CC=C[CH:25]=1.C[O:31][C:32](=[O:42])[C:33]1[CH:38]=[CH:37][C:36]([C:39](Cl)=[O:40])=[CH:35][CH:34]=1.[CH3:43]S(C)=O. (4) Given the product [CH3:1][NH:2][C@@H:3]1[C:8]2[CH:9]=[CH:10][CH:11]=[CH:12][C:7]=2[C@H:6]([C:13]2[CH:14]=[CH:15][C:16]([Cl:20])=[C:17]([Cl:19])[CH:18]=2)[CH2:5][CH2:4]1.[ClH:19], predict the reactants needed to synthesize it. The reactants are: [CH3:1][NH:2][C@@H:3]1[C:8]2[CH:9]=[CH:10][CH:11]=[CH:12][C:7]=2[C@H:6]([C:13]2[CH:14]=[CH:15][C:16]([Cl:20])=[C:17]([Cl:19])[CH:18]=2)[CH2:5][CH2:4]1.C(O)C.C(OCC)(=O)C. (5) Given the product [NH2:29][C:30]1[O:38][C:37]2[C:32](=[N:33][CH:34]=[C:35]([CH:39]3[CH2:40][CH2:41][O:42][CH2:43][CH2:44]3)[CH:36]=2)[C:31]=1[C:45]([NH:1][C:2]1[CH:3]=[N:4][S:5][C:6]=1[N:7]1[CH2:12][C@H:11]([CH3:13])[CH2:10][C@H:9]([NH2:14])[CH2:8]1)=[O:46], predict the reactants needed to synthesize it. The reactants are: [NH2:1][C:2]1[CH:3]=[N:4][S:5][C:6]=1[N:7]1[CH2:12][C@H:11]([CH3:13])[CH2:10][C@H:9]([NH:14]C(=O)OC(C)(C)C)[CH2:8]1.C(OC([NH:29][C:30]1[O:38][C:37]2[C:32](=[N:33][CH:34]=[C:35]([CH:39]3[CH2:44][CH2:43][O:42][CH2:41][CH2:40]3)[CH:36]=2)[C:31]=1[C:45](O)=[O:46])=O)(C)(C)C.CN(C(ON1N=NC2C=CC=NC1=2)=[N+](C)C)C.F[P-](F)(F)(F)(F)F.CCN(C(C)C)C(C)C.C(O)(C(F)(F)F)=O. (6) Given the product [F:70][C:56]1[CH:57]=[C:58]2[C:63](=[C:54]([N:75]3[CH2:76][CH2:77][N:72]([CH3:71])[CH2:73][CH2:74]3)[CH:55]=1)[O:62][C:61]([C:64]([OH:66])=[O:65])=[CH:60][C:59]2=[O:69], predict the reactants needed to synthesize it. The reactants are: C1C=CC(P(C2C(C3C(P(C4C=CC=CC=4)C4C=CC=CC=4)=CC=C4C=3C=CC=C4)=C3C(C=CC=C3)=CC=2)C2C=CC=CC=2)=CC=1.C(=O)([O-])[O-].[Cs+].[Cs+].Br[C:54]1[CH:55]=[C:56]([F:70])[CH:57]=[C:58]2[C:63]=1[O:62][C:61]([C:64]([O:66]CC)=[O:65])=[CH:60][C:59]2=[O:69].[CH3:71][N:72]1[CH2:77][CH2:76][NH:75][CH2:74][CH2:73]1.[OH-].[Na+].Cl. (7) Given the product [Cl:1][C:2]1[CH:7]=[CH:6][C:5]([C@H:8]2[C@H:13]([OH:14])[C@@H:12]([OH:15])[C@H:11]([OH:16])[C@@H:10]([CH2:17][OH:18])[O:9]2)=[CH:4][C:3]=1[CH2:19][C:20]1[CH:21]=[CH:22][C:23]([O:26][CH2:38][CH2:39][O:40][CH:41]2[CH2:43][CH2:42]2)=[CH:24][CH:25]=1, predict the reactants needed to synthesize it. The reactants are: [Cl:1][C:2]1[CH:7]=[CH:6][C:5]([C@H:8]2[C@H:13]([OH:14])[C@@H:12]([OH:15])[C@H:11]([OH:16])[C@@H:10]([CH2:17][OH:18])[O:9]2)=[CH:4][C:3]=1[CH2:19][C:20]1[CH:25]=[CH:24][C:23]([OH:26])=[CH:22][CH:21]=1.CC1C=CC(S(O[CH2:38][CH2:39][O:40][CH:41]2[CH2:43][CH2:42]2)(=O)=O)=CC=1.C([O-])([O-])=O.[Cs+].[Cs+].O. (8) Given the product [S:1]1[C:5]2[CH:6]=[CH:7][CH:8]=[CH:9][C:4]=2[N:3]=[C:2]1[N:10]1[C:14](=[O:15])/[C:13](=[CH:22]/[C:21]2[CH:24]=[CH:25][C:18]([OH:17])=[C:19]([O:26][CH3:27])[CH:20]=2)/[C:12]([CH3:16])=[N:11]1, predict the reactants needed to synthesize it. The reactants are: [S:1]1[C:5]2[CH:6]=[CH:7][CH:8]=[CH:9][C:4]=2[N:3]=[C:2]1[N:10]1[C:14](=[O:15])[CH2:13][C:12]([CH3:16])=[N:11]1.[OH:17][C:18]1[CH:25]=[CH:24][C:21]([CH:22]=O)=[CH:20][C:19]=1[O:26][CH3:27].N1CCCCC1. (9) Given the product [Br:1][C:2]1[CH:3]=[C:4]2[N:10]([CH2:14][C:15]3[CH:16]=[N:17][CH:18]=[C:19]([F:21])[CH:20]=3)[CH:9]=[CH:8][C:5]2=[N:6][CH:7]=1, predict the reactants needed to synthesize it. The reactants are: [Br:1][C:2]1[CH:3]=[C:4]2[NH:10][CH:9]=[CH:8][C:5]2=[N:6][CH:7]=1.[H-].[Na+].Cl[CH2:14][C:15]1[CH:16]=[N:17][CH:18]=[C:19]([F:21])[CH:20]=1. (10) The reactants are: [CH3:1][O:2][C:3](=[O:14])[C:4]1[CH:9]=[C:8]([CH:10]=C)[C:7]([NH2:12])=[C:6]([F:13])[CH:5]=1.[BH4-].[Na+].CC[O:19]C(C)=O. Given the product [CH3:1][O:2][C:3](=[O:14])[C:4]1[CH:9]=[C:8]([CH2:10][OH:19])[C:7]([NH2:12])=[C:6]([F:13])[CH:5]=1, predict the reactants needed to synthesize it.